Task: Predict which catalyst facilitates the given reaction.. Dataset: Catalyst prediction with 721,799 reactions and 888 catalyst types from USPTO (1) Reactant: [C:1]([C:5]1[CH:6]=[C:7]2[C:12](=[C:13]([F:15])[CH:14]=1)[C:11](=[O:16])[N:10]([C:17]1[N:24]=[CH:23][CH:22]=[C:21]([C:25]3[CH:30]=[C:29]([NH:31][C:32]4[CH:37]=[CH:36][C:35]([N:38]5[CH2:43][C@@H:42]([CH3:44])[N:41]([CH:45]6[CH2:48][O:47][CH2:46]6)[CH2:40][C@@H:39]5[CH3:49])=[CH:34][N:33]=4)[C:28](=[O:50])[N:27]([CH3:51])[CH:26]=3)[C:18]=1[CH:19]=[O:20])[N:9]=[CH:8]2)([CH3:4])([CH3:3])[CH3:2].[BH4-].[Na+]. Product: [C:1]([C:5]1[CH:6]=[C:7]2[C:12](=[C:13]([F:15])[CH:14]=1)[C:11](=[O:16])[N:10]([C:17]1[C:18]([CH2:19][OH:20])=[C:21]([C:25]3[CH:30]=[C:29]([NH:31][C:32]4[CH:37]=[CH:36][C:35]([N:38]5[CH2:43][C@@H:42]([CH3:44])[N:41]([CH:45]6[CH2:48][O:47][CH2:46]6)[CH2:40][C@@H:39]5[CH3:49])=[CH:34][N:33]=4)[C:28](=[O:50])[N:27]([CH3:51])[CH:26]=3)[CH:22]=[CH:23][N:24]=1)[N:9]=[CH:8]2)([CH3:2])([CH3:3])[CH3:4]. The catalyst class is: 5. (2) Reactant: CN1CCOCC1.Cl[C:9]1[N:14]=[C:13](OC)[N:12]=[C:11](OC)[N:10]=1.[C:19]([O:23][C:24]([NH:26][C:27]([CH3:46])([CH3:45])[C:28]([NH:30][C@H:31]([CH2:35][C:36]1[C:44]2[C:39](=[CH:40][CH:41]=[CH:42][CH:43]=2)[NH:38][CH:37]=1)[C:32]([OH:34])=O)=[O:29])=[O:25])([CH3:22])([CH3:21])[CH3:20].Cl.NC1N=C([CH:54]([C:62]2[CH:67]=[CH:66][CH:65]=[CH:64][CH:63]=2)[C:55]([N:57]2[CH2:61][CH2:60][CH2:59][CH2:58]2)=[O:56])NC=1. Product: [NH:38]1[C:39]2[C:44](=[CH:43][CH:42]=[CH:41][CH:40]=2)[C:36]([CH2:35][C@@H:31]([NH:30][C:28](=[O:29])[C:27]([NH:26][C:24]([O:23][C:19]([CH3:21])([CH3:22])[CH3:20])=[O:25])([CH3:45])[CH3:46])[C:32](=[O:34])[NH:10][C:9]2[N:14]=[CH:13][N:12]([CH:54]([C:62]3[CH:63]=[CH:64][CH:65]=[CH:66][CH:67]=3)[C:55](=[O:56])[N:57]3[CH2:58][CH2:59][CH2:60][CH2:61]3)[CH:11]=2)=[CH:37]1. The catalyst class is: 7. (3) Reactant: [CH3:1][O:2][C:3](=[O:15])[C:4]1[C:5](=[C:10]([OH:14])[CH:11]=[CH:12][CH:13]=1)[C:6]([O:8][CH3:9])=[O:7].[F:16][C:17]1[C:25]2[CH:24]=[C:23]([CH2:26]O)[S:22][C:21]=2[CH:20]=[CH:19][CH:18]=1.C1(P(C2C=CC=CC=2)C2C=CC=CC=2)C=CC=CC=1.N(C(OC(C)C)=O)=NC(OC(C)C)=O. Product: [CH3:1][O:2][C:3](=[O:15])[C:4]1[C:5](=[C:10]([O:14][CH2:26][C:23]2[S:22][C:21]3[CH:20]=[CH:19][CH:18]=[C:17]([F:16])[C:25]=3[CH:24]=2)[CH:11]=[CH:12][CH:13]=1)[C:6]([O:8][CH3:9])=[O:7]. The catalyst class is: 1. (4) Reactant: ClC(Cl)(O[C:5](=[O:11])OC(Cl)(Cl)Cl)Cl.[CH3:13][C:14]1[CH:19]=[C:18]([C:20]2[CH:21]=[CH:22][C:23]3[N:29]4[CH2:30][C@H:26]([CH2:27][CH2:28]4)[NH:25][C:24]=3[N:31]=2)[CH:17]=[CH:16][N:15]=1.[CH:32]1([NH2:35])[CH2:34][CH2:33]1. Product: [CH:32]1([NH:35][C:5]([N:25]2[C@@H:26]3[CH2:30][N:29]([CH2:28][CH2:27]3)[C:23]3[CH:22]=[CH:21][C:20]([C:18]4[CH:17]=[CH:16][N:15]=[C:14]([CH3:13])[CH:19]=4)=[N:31][C:24]2=3)=[O:11])[CH2:34][CH2:33]1. The catalyst class is: 7. (5) Reactant: NC1(C2C=CC(C3C(=O)C4C(=CC=C(F)C=4)OC=3C3C=CC=CC=3)=CC=2)CCC1.C(OC(=O)[NH:36][C:37]1([C:41]2[CH:46]=[CH:45][C:44]([C:47]3[C:48](=[O:68])[C:49]4[C:54]([O:55][C:56]=3[C:57]3[CH:62]=[CH:61][CH:60]=[CH:59][CH:58]=3)=[C:53]3[N:63]([CH2:66][CH3:67])[N:64]=[CH:65][C:52]3=[CH:51][CH:50]=4)=[CH:43][CH:42]=2)[CH2:40][CH2:39][CH2:38]1)(C)(C)C.C(O)(C(F)(F)F)=O.[ClH:77]. Product: [ClH:77].[NH2:36][C:37]1([C:41]2[CH:42]=[CH:43][C:44]([C:47]3[C:48](=[O:68])[C:49]4[C:54]([O:55][C:56]=3[C:57]3[CH:62]=[CH:61][CH:60]=[CH:59][CH:58]=3)=[C:53]3[N:63]([CH2:66][CH3:67])[N:64]=[CH:65][C:52]3=[CH:51][CH:50]=4)=[CH:45][CH:46]=2)[CH2:40][CH2:39][CH2:38]1. The catalyst class is: 24. (6) Reactant: Br[C:2]1[S:10][C:9]2[C:8](=[O:11])[NH:7][C:6]([CH3:13])([CH3:12])[N:5]([CH3:14])[C:4]=2[CH:3]=1.CC1(C)C(C)(C)OB([C:23]2[CH:24]=[N:25][NH:26][CH:27]=2)O1.C(=O)([O-])[O-].[Na+].[Na+].COCCOC. Product: [CH3:14][N:5]1[C:4]2[CH:3]=[C:2]([C:23]3[CH:24]=[N:25][NH:26][CH:27]=3)[S:10][C:9]=2[C:8](=[O:11])[NH:7][C:6]1([CH3:13])[CH3:12]. The catalyst class is: 6. (7) Reactant: [N:1]1([CH2:7][CH2:8][NH2:9])[CH2:6][CH2:5][CH2:4][CH2:3][CH2:2]1.[C:10]([C:14]1[CH:15]=[CH:16][C:17]2[N+:22]([O-:23])=[N:21][C:20](Cl)=[N:19][C:18]=2[CH:25]=1)([CH3:13])([CH3:12])[CH3:11]. Product: [C:10]([C:14]1[CH:15]=[CH:16][C:17]2[N+:22]([O-:23])=[N:21][C:20]([NH:9][CH2:8][CH2:7][N:1]3[CH2:6][CH2:5][CH2:4][CH2:3][CH2:2]3)=[N:19][C:18]=2[CH:25]=1)([CH3:13])([CH3:11])[CH3:12]. The catalyst class is: 57. (8) Reactant: CC(S(N)=O)(C)C.O1C2C=CC(C3(C(O)=O)CC3)=CC=2OC1.[C:23]([S@@:27]([NH:29][C@H:30]([C:51]1[CH:56]=[CH:55][CH:54]=[CH:53][C:52]=1[Cl:57])[C:31]1[S:35][C:34]([NH:36][C:37]([C:39]2([C:42]3[CH:50]=[CH:49][C:45]4[O:46][CH2:47][O:48][C:44]=4[CH:43]=3)[CH2:41][CH2:40]2)=[O:38])=[N:33][CH:32]=1)=[O:28])([CH3:26])([CH3:25])[CH3:24]. Product: [C:23]([S@:27]([NH:29][C@H:30]([C:51]1[CH:56]=[CH:55][CH:54]=[CH:53][C:52]=1[Cl:57])[C:31]1[S:35][C:34]([NH:36][C:37]([C:39]2([C:42]3[CH:50]=[CH:49][C:45]4[O:46][CH2:47][O:48][C:44]=4[CH:43]=3)[CH2:40][CH2:41]2)=[O:38])=[N:33][CH:32]=1)=[O:28])([CH3:26])([CH3:24])[CH3:25]. The catalyst class is: 23.